From a dataset of Merck oncology drug combination screen with 23,052 pairs across 39 cell lines. Regression. Given two drug SMILES strings and cell line genomic features, predict the synergy score measuring deviation from expected non-interaction effect. (1) Drug 1: O=C(NOCC(O)CO)c1ccc(F)c(F)c1Nc1ccc(I)cc1F. Drug 2: CC1(c2nc3c(C(N)=O)cccc3[nH]2)CCCN1. Cell line: NCIH460. Synergy scores: synergy=-2.39. (2) Drug 1: CCN(CC)CCNC(=O)c1c(C)[nH]c(C=C2C(=O)Nc3ccc(F)cc32)c1C. Drug 2: CC(C)CC(NC(=O)C(Cc1ccccc1)NC(=O)c1cnccn1)B(O)O. Cell line: NCIH460. Synergy scores: synergy=0.426. (3) Drug 1: COC1CC2CCC(C)C(O)(O2)C(=O)C(=O)N2CCCCC2C(=O)OC(C(C)CC2CCC(OP(C)(C)=O)C(OC)C2)CC(=O)C(C)C=C(C)C(O)C(OC)C(=O)C(C)CC(C)C=CC=CC=C1C. Drug 2: NC1CCCCC1N.O=C(O)C(=O)O.[Pt+2]. Cell line: EFM192B. Synergy scores: synergy=1.54. (4) Drug 1: N.N.O=C(O)C1(C(=O)O)CCC1.[Pt]. Drug 2: NC(=O)c1cccc2cn(-c3ccc(C4CCCNC4)cc3)nc12. Cell line: SW620. Synergy scores: synergy=12.6. (5) Drug 1: CCN(CC)CCNC(=O)c1c(C)[nH]c(C=C2C(=O)Nc3ccc(F)cc32)c1C. Drug 2: C=CCn1c(=O)c2cnc(Nc3ccc(N4CCN(C)CC4)cc3)nc2n1-c1cccc(C(C)(C)O)n1. Cell line: VCAP. Synergy scores: synergy=-11.7.